This data is from Forward reaction prediction with 1.9M reactions from USPTO patents (1976-2016). The task is: Predict the product of the given reaction. Given the reactants [Cl:1][C:2]1[CH:19]=[C:18]([O:20][CH3:21])[C:17]([CH3:22])=[CH:16][C:3]=1[CH2:4][N:5]1C(=O)C2C(=CC=CC=2)C1=O.O.NN, predict the reaction product. The product is: [Cl:1][C:2]1[CH:19]=[C:18]([O:20][CH3:21])[C:17]([CH3:22])=[CH:16][C:3]=1[CH2:4][NH2:5].